The task is: Regression. Given a peptide amino acid sequence and an MHC pseudo amino acid sequence, predict their binding affinity value. This is MHC class I binding data.. This data is from Peptide-MHC class I binding affinity with 185,985 pairs from IEDB/IMGT. The binding affinity (normalized) is 0.834. The peptide sequence is HKADEVRAL. The MHC is HLA-B39:01 with pseudo-sequence HLA-B39:01.